This data is from Full USPTO retrosynthesis dataset with 1.9M reactions from patents (1976-2016). The task is: Predict the reactants needed to synthesize the given product. Given the product [C:60]([O:61][C:2](=[O:1])[CH3:3])(=[O:70])[CH3:59].[C:10]([NH2:18])(=[O:17])[CH3:9], predict the reactants needed to synthesize it. The reactants are: [OH:1][C@@H:2]1[C@@]2(COC(C3C=CC=CC=3)(C3C=CC(OC)=CC=3)C3C=CC(OC)=CC=3)O[C@@H:9]([C@@:10]3([N:18]4C=C(C)C(=O)NC4=O)[O:17][C@H](CO)[C@@H](O)C3)[C@@H:3]1CN(C(=O)C(F)(F)F)C2.F[C:59](F)(F)[C:60](N)=[O:61].[Li+].[OH-].C1C[O:70]CC1.CCN(C(C)C)C(C)C.